Dataset: Forward reaction prediction with 1.9M reactions from USPTO patents (1976-2016). Task: Predict the product of the given reaction. (1) Given the reactants [Cl:1][C:2]1[CH:3]=[C:4]([CH:9]=[CH:10][CH:11]=1)[C:5]([O:7]C)=O.ICI.[Sm].O1CC[CH2:18][CH2:17]1, predict the reaction product. The product is: [Cl:1][C:2]1[CH:3]=[C:4]([C:5]2([OH:7])[CH2:18][CH2:17]2)[CH:9]=[CH:10][CH:11]=1. (2) Given the reactants [Br-].[CH2:2]([P+:4]([CH2:11][CH3:12])([CH2:9][CH3:10])[CH2:5][CH2:6][O:7][CH3:8])[CH3:3].[N-:13]([S:21]([C:24]([F:27])([F:26])[F:25])(=[O:23])=[O:22])[S:14]([C:17]([F:20])([F:19])[F:18])(=[O:16])=[O:15].[Li+], predict the reaction product. The product is: [N-:13]([S:14]([C:17]([F:20])([F:18])[F:19])(=[O:16])=[O:15])[S:21]([C:24]([F:27])([F:26])[F:25])(=[O:23])=[O:22].[CH2:11]([P+:4]([CH2:2][CH3:3])([CH2:9][CH3:10])[CH2:5][CH2:6][O:7][CH3:8])[CH3:12]. (3) Given the reactants BrC1C=C[C:5](NCC(OC)=O)=[N:6]C=1.[CH3:14][N:15]1[C:23]2[C:18](=[CH:19][CH:20]=[CH:21][C:22]=2[CH3:24])[C:17]([CH:25]=O)=[C:16]1[CH3:27].CN1C2C(=CC=CC=2)C(C)=C1C=O, predict the reaction product. The product is: [CH3:5][NH:6][CH2:25][C:17]1[C:18]2[C:23](=[C:22]([CH3:24])[CH:21]=[CH:20][CH:19]=2)[N:15]([CH3:14])[C:16]=1[CH3:27]. (4) Given the reactants [Cl:1][C:2]1[C:7]([Cl:8])=[CH:6][C:5]([CH:9](Cl)[CH3:10])=[C:4]([O:12][CH3:13])[C:3]=1[CH:14]1[CH2:17][N:16]([C:18]([O:20][C:21]([CH3:24])([CH3:23])[CH3:22])=[O:19])[CH2:15]1.[CH3:25][C:26]1[C:34]2[C:29](=N[CH:31]=[N:32][C:33]=2[NH2:35])[NH:28][N:27]=1.[C:36](=O)([O-])[O-].[Cs+].[Cs+].[I-].[K+], predict the reaction product. The product is: [NH2:35][C:33]1[C:34]2[C:29]([CH3:36])=[N:28][N:27]([CH:9]([C:5]3[C:4]([O:12][CH3:13])=[C:3]([CH:14]4[CH2:15][N:16]([C:18]([O:20][C:21]([CH3:22])([CH3:23])[CH3:24])=[O:19])[CH2:17]4)[C:2]([Cl:1])=[C:7]([Cl:8])[CH:6]=3)[CH3:10])[C:26]=2[CH:25]=[CH:31][N:32]=1. (5) Given the reactants [Cl:1][C:2]1[CH:3]=[C:4]([C:18]2[CH:23]=[CH:22][C:21]([C:24]([N:26]3[CH2:31][CH2:30][CH:29]([C:32]([F:35])([F:34])[F:33])[CH2:28][CH2:27]3)=[O:25])=[CH:20][CH:19]=2)[CH:5]=[C:6]([Cl:17])[C:7]=1[CH2:8][C@@H:9]1[CH2:13][C@@H:12](CO)[O:11][C:10]1=[O:16].[OH-].[Na+].CC[O:40]C(C)=O.CCCCCCC.I(O)(=O)(=O)=O, predict the reaction product. The product is: [Cl:1][C:2]1[CH:3]=[C:4]([C:18]2[CH:19]=[CH:20][C:21]([C:24]([N:26]3[CH2:27][CH2:28][CH:29]([C:32]([F:34])([F:35])[F:33])[CH2:30][CH2:31]3)=[O:25])=[CH:22][CH:23]=2)[CH:5]=[C:6]([Cl:17])[C:7]=1[CH2:8][C@@H:9]1[CH2:13][CH:12]([OH:40])[O:11][C:10]1=[O:16]. (6) Given the reactants [Cl:1][C:2]1[CH:31]=[CH:30][CH:29]=[C:28]([C:32]([F:35])([F:34])[F:33])[C:3]=1[C:4]([N:6]1[C:14]2[C:9](=[C:10]([F:15])[CH:11]=[CH:12][CH:13]=2)[C:8]([C:16]2([OH:27])[CH2:21][CH2:20][CH:19]([C:22]([O:24]CC)=[O:23])[CH2:18][CH2:17]2)=[N:7]1)=[O:5].O[Li].O, predict the reaction product. The product is: [Cl:1][C:2]1[CH:31]=[CH:30][CH:29]=[C:28]([C:32]([F:33])([F:35])[F:34])[C:3]=1[C:4]([N:6]1[C:14]2[C:9](=[C:10]([F:15])[CH:11]=[CH:12][CH:13]=2)[C:8]([C:16]2([OH:27])[CH2:17][CH2:18][CH:19]([C:22]([OH:24])=[O:23])[CH2:20][CH2:21]2)=[N:7]1)=[O:5]. (7) Given the reactants Cl.Cl[CH2:3][C:4]1[CH:5]=[N:6][C:7]2[C:12]([CH:13]=1)=[CH:11][CH:10]=[CH:9][CH:8]=2.N1C2C(=CC=CC=2)C=[C:16]([CH2:24][OH:25])C=1.[S:26](Cl)(Cl)=O, predict the reaction product. The product is: [C:24]([S:26][CH2:3][C:4]1[CH:5]=[N:6][C:7]2[C:12]([CH:13]=1)=[CH:11][CH:10]=[CH:9][CH:8]=2)(=[O:25])[CH3:16].